This data is from Reaction yield outcomes from USPTO patents with 853,638 reactions. The task is: Predict the reaction yield, written as a fraction of the theoretical maximum amount of product (1.0 means a 100% yield; for example, 0.34 means a 34% yield). (1) The reactants are C(OC(=O)C)(=O)C.[N+:8]([O-:11])(O)=[O:9].[C:12]([C:15]1[C:19]([CH3:20])=[C:18]([C:21]2[CH:26]=[CH:25][N:24]=[CH:23][CH:22]=2)[NH:17][CH:16]=1)(=[O:14])[CH3:13].C([O-])(O)=O.[Na+]. The catalyst is S(=O)(=O)(O)O. The product is [C:12]([C:15]1[C:19]([CH3:20])=[C:18]([C:21]2[CH:26]=[CH:25][N:24]=[CH:23][CH:22]=2)[NH:17][C:16]=1[N+:8]([O-:11])=[O:9])(=[O:14])[CH3:13]. The yield is 0.140. (2) The reactants are [Si]([O:8][CH2:9][CH2:10][C:11]1([C:24]2[CH:29]=[CH:28][CH:27]=[CH:26][CH:25]=2)[O:16][CH2:15][CH2:14][N:13]([C:17]([O:19][C:20]([CH3:23])([CH3:22])[CH3:21])=[O:18])[CH2:12]1)(C(C)(C)C)(C)C.[F-].C([N+](CCCC)(CCCC)CCCC)CCC. The catalyst is C1COCC1.C(Cl)(Cl)Cl. The product is [OH:8][CH2:9][CH2:10][C:11]1([C:24]2[CH:29]=[CH:28][CH:27]=[CH:26][CH:25]=2)[O:16][CH2:15][CH2:14][N:13]([C:17]([O:19][C:20]([CH3:23])([CH3:21])[CH3:22])=[O:18])[CH2:12]1. The yield is 0.830. (3) The reactants are [CH3:1][C:2]1[CH:3]=[CH:4][C:5]([OH:24])=[C:6]([C@@H:8]([C:18]2[CH:19]=[CH:20][CH:21]=[CH:22][CH:23]=2)[CH2:9][CH2:10][N:11]([CH:15]([CH3:17])[CH3:16])[CH:12]([CH3:14])[CH3:13])[CH:7]=1.[NH:25]1[C:29](=[O:30])[CH2:28][CH2:27][C@H:26]1[C:31]([OH:33])=[O:32]. The catalyst is CC(C)=O. The product is [CH3:1][C:2]1[CH:3]=[CH:4][C:5]([OH:24])=[C:6]([C@@H:8]([C:18]2[CH:19]=[CH:20][CH:21]=[CH:22][CH:23]=2)[CH2:9][CH2:10][N:11]([CH:12]([CH3:14])[CH3:13])[CH:15]([CH3:16])[CH3:17])[CH:7]=1.[NH:25]1[C:29](=[O:30])[CH2:28][CH2:27][C@H:26]1[C:31]([O-:33])=[O:32]. The yield is 0.823. (4) The reactants are [Cl-].O[NH3+:3].[C:4](=[O:7])([O-])[OH:5].[Na+].CS(C)=O.[CH2:13]([C:15]1[N:16]=[C:17]([CH2:46][CH2:47][CH3:48])[N:18]([CH2:31][C:32]2[CH:37]=[CH:36][C:35]([C:38]3[C:39]([C:44]#[N:45])=[CH:40][CH:41]=[CH:42][CH:43]=3)=[CH:34][CH:33]=2)[C:19](=[O:30])[C:20]=1[O:21][C:22]1[CH:27]=[CH:26][CH:25]=[C:24]([O:28][CH3:29])[CH:23]=1)[CH3:14]. The catalyst is C(OCC)(=O)C. The product is [CH2:13]([C:15]1[N:16]=[C:17]([CH2:46][CH2:47][CH3:48])[N:18]([CH2:31][C:32]2[CH:37]=[CH:36][C:35]([C:38]3[CH:43]=[CH:42][CH:41]=[CH:40][C:39]=3[C:44]3[NH:3][C:4](=[O:7])[O:5][N:45]=3)=[CH:34][CH:33]=2)[C:19](=[O:30])[C:20]=1[O:21][C:22]1[CH:27]=[CH:26][CH:25]=[C:24]([O:28][CH3:29])[CH:23]=1)[CH3:14]. The yield is 0.530. (5) The reactants are CN(C)C=O.[F:6][C:7]1[CH:12]=[CH:11][CH:10]=[CH:9][C:8]=1[OH:13].F[C:15]1[CH:22]=[CH:21][C:18]([CH:19]=[O:20])=[CH:17][CH:16]=1.C(=O)([O-])[O-].[K+].[K+]. The catalyst is O. The product is [F:6][C:7]1[CH:12]=[CH:11][CH:10]=[CH:9][C:8]=1[O:13][C:15]1[CH:22]=[CH:21][C:18]([CH:19]=[O:20])=[CH:17][CH:16]=1. The yield is 0.994. (6) The reactants are [NH2:1][C:2]1[C:3]2[C:10]([C:11]3[C:12]([Cl:27])=[C:13]4[C:17](=[CH:18][CH:19]=3)[N:16](C(OC(C)(C)C)=O)[CH2:15][CH2:14]4)=[CH:9][N:8]([CH3:28])[C:4]=2[N:5]=[CH:6][N:7]=1.[ClH:29]. No catalyst specified. The product is [ClH:27].[ClH:29].[Cl:27][C:12]1[C:11]([C:10]2[C:3]3[C:2]([NH2:1])=[N:7][CH:6]=[N:5][C:4]=3[N:8]([CH3:28])[CH:9]=2)=[CH:19][CH:18]=[C:17]2[C:13]=1[CH2:14][CH2:15][NH:16]2. The yield is 1.00. (7) The catalyst is C(OCC)(=O)C. The reactants are [C:1]([C:5]1[CH:29]=[CH:28][C:8]([O:9][CH2:10][C:11]([NH:13][CH2:14][C:15]2[CH:20]=[CH:19][C:18]([NH:21][S:22]([CH3:25])(=[O:24])=[O:23])=[C:17]([O:26]C)[CH:16]=2)=[O:12])=[CH:7][CH:6]=1)([CH3:4])([CH3:3])[CH3:2].C(Cl)Cl.B(Br)(Br)Br. The product is [C:1]([C:5]1[CH:6]=[CH:7][C:8]([O:9][CH2:10][C:11]([NH:13][CH2:14][C:15]2[CH:20]=[CH:19][C:18]([NH:21][S:22]([CH3:25])(=[O:23])=[O:24])=[C:17]([OH:26])[CH:16]=2)=[O:12])=[CH:28][CH:29]=1)([CH3:4])([CH3:2])[CH3:3]. The yield is 0.550. (8) The product is [N+:1]([C:4]1[CH:9]=[CH:8][C:7]([C:16]2[CH2:17][CH2:18][S:13][CH2:14][CH:15]=2)=[CH:6][CH:5]=1)([O-:3])=[O:2]. The catalyst is O1CCOCC1.C1C=CC([P]([Pd]([P](C2C=CC=CC=2)(C2C=CC=CC=2)C2C=CC=CC=2)([P](C2C=CC=CC=2)(C2C=CC=CC=2)C2C=CC=CC=2)[P](C2C=CC=CC=2)(C2C=CC=CC=2)C2C=CC=CC=2)(C2C=CC=CC=2)C2C=CC=CC=2)=CC=1.CCOC(C)=O. The yield is 0.850. The reactants are [N+:1]([C:4]1[CH:9]=[CH:8][C:7](B(O)O)=[CH:6][CH:5]=1)([O-:3])=[O:2].[S:13]1[CH2:18][CH:17]=[C:16](OS(C(F)(F)F)(=O)=O)[CH2:15][CH2:14]1.[Cl-].[Li+].C([O-])([O-])=O.[Na+].[Na+]. (9) The reactants are [NH2:1][C:2]1[C:3]([C:7]2[N:11]([CH2:12][CH3:13])[C:10]3[CH:14]=[CH:15][C:16]([CH:18]=[O:19])=[CH:17][C:9]=3[N:8]=2)=[N:4][O:5][N:6]=1.[BH4-].[Na+]. The catalyst is CO. The product is [NH2:1][C:2]1[C:3]([C:7]2[N:11]([CH2:12][CH3:13])[C:10]3[CH:14]=[CH:15][C:16]([CH2:18][OH:19])=[CH:17][C:9]=3[N:8]=2)=[N:4][O:5][N:6]=1. The yield is 0.900.